The task is: Predict which catalyst facilitates the given reaction.. This data is from Catalyst prediction with 721,799 reactions and 888 catalyst types from USPTO. (1) Reactant: Cl[C:2]1[N:7]=[C:6]([NH:8][C:9]([C:11]2([C:14]3[CH:15]=[CH:16][C:17]4[O:21][CH2:20][CH2:19][C:18]=4[CH:22]=3)[CH2:13][CH2:12]2)=[O:10])[CH:5]=[C:4]([CH3:23])[C:3]=1[CH3:24].[CH3:25][O:26][C:27]1[N:32]=[CH:31][C:30](B(O)O)=[CH:29][CH:28]=1.C([O-])([O-])=O.[Na+].[Na+]. Product: [O:21]1[C:17]2[CH:16]=[CH:15][C:14]([C:11]3([C:9]([NH:8][C:6]4[N:7]=[C:2]([C:30]5[CH:31]=[N:32][C:27]([O:26][CH3:25])=[CH:28][CH:29]=5)[C:3]([CH3:24])=[C:4]([CH3:23])[CH:5]=4)=[O:10])[CH2:13][CH2:12]3)=[CH:22][C:18]=2[CH2:19][CH2:20]1. The catalyst class is: 853. (2) Reactant: [F:1][C:2]1[CH:3]=[C:4]([C:9]([F:16])([F:15])[C:10]([O:12]CC)=[O:11])[CH:5]=[CH:6][C:7]=1[F:8].C(O)C.O.[OH-].[Li+]. Product: [F:1][C:2]1[CH:3]=[C:4]([C:9]([F:16])([F:15])[C:10]([OH:12])=[O:11])[CH:5]=[CH:6][C:7]=1[F:8]. The catalyst class is: 30. (3) Reactant: [OH:1]OS([O-])=O.[K+].[O:7]=[C:8]([N:22]1[CH2:27][CH2:26][CH2:25][CH2:24][CH2:23]1)[CH:9]([C:14]1[CH:21]=[CH:20][C:17]([CH:18]=[O:19])=[CH:16][CH:15]=1)[CH2:10][CH2:11][CH2:12][CH3:13]. Product: [O:7]=[C:8]([N:22]1[CH2:27][CH2:26][CH2:25][CH2:24][CH2:23]1)[CH:9]([C:14]1[CH:15]=[CH:16][C:17]([C:18]([OH:1])=[O:19])=[CH:20][CH:21]=1)[CH2:10][CH2:11][CH2:12][CH3:13]. The catalyst class is: 3. (4) Reactant: [Cl:1][C:2]1[C:10]([N+:11]([O-:13])=[O:12])=[CH:9][C:5]([C:6]([OH:8])=[O:7])=[CH:4][C:3]=1[N+:14]([O-:16])=[O:15].S(=O)(=O)(O)O.[CH:22]1([CH2:28][CH2:29]O)[CH2:27][CH2:26][CH2:25][CH2:24][CH2:23]1.S1(CCCC1)(=O)=O. Product: [Cl:1][C:2]1[C:3]([N+:14]([O-:16])=[O:15])=[CH:4][C:5]([C:6]([O:8][CH2:29][CH2:28][CH:22]2[CH2:27][CH2:26][CH2:25][CH2:24][CH2:23]2)=[O:7])=[CH:9][C:10]=1[N+:11]([O-:13])=[O:12]. The catalyst class is: 5. (5) Reactant: [O:1]1[CH2:5][CH2:4][O:3][CH:2]1[C:6]([OH:40])([C:33]1[C:34]([CH3:39])=[N:35][CH:36]=[CH:37][CH:38]=1)[C:7]1[C:15]2[N:14]=[C:13]([CH:16]3[CH2:18][CH2:17]3)[N:12](C(OC(C)(C)C)=O)[C:11]=2[CH:10]=[C:9]([C:26]2[C:27]([CH3:32])=[N:28][O:29][C:30]=2[CH3:31])[CH:8]=1.C(O)C. Product: [CH:16]1([C:13]2[NH:12][C:11]3[CH:10]=[C:9]([C:26]4[C:27]([CH3:32])=[N:28][O:29][C:30]=4[CH3:31])[CH:8]=[C:7]([C:6]([CH:2]4[O:3][CH2:4][CH2:5][O:1]4)([C:33]4[C:34]([CH3:39])=[N:35][CH:36]=[CH:37][CH:38]=4)[OH:40])[C:15]=3[N:14]=2)[CH2:18][CH2:17]1. The catalyst class is: 33. (6) Product: [OH:25][C:22]1[CH:21]=[CH:20][C:19]([CH2:18][C@@H:14]([CH2:13][CH2:12][C@H:8]([CH2:7][C:6]2[CH:5]=[CH:4][C:3]([O:2][CH3:1])=[CH:28][CH:27]=2)[C:9]([OH:11])=[O:10])[C:15]([OH:17])=[O:16])=[CH:24][CH:23]=1. Reactant: [CH3:1][O:2][C:3]1[CH:28]=[CH:27][C:6]([CH2:7][C@@H:8]([CH2:12][CH2:13][C@H:14]([CH2:18][C:19]2[CH:24]=[CH:23][C:22]([O:25]C)=[CH:21][CH:20]=2)[C:15]([OH:17])=[O:16])[C:9]([OH:11])=[O:10])=[CH:5][CH:4]=1.Cl.N1C=CC=CC=1. The catalyst class is: 6. (7) Reactant: [Cl:1][C:2]1[CH:11]=[CH:10][CH:9]=[C:8]([CH3:12])[C:3]=1[C:4]([O:6][CH3:7])=[O:5].[Br:13]N1C(=O)CCC1=O.C(OOC(=O)C1C=CC=CC=1)(=O)C1C=CC=CC=1.ClCCl. Product: [Br:13][CH2:12][C:8]1[CH:9]=[CH:10][CH:11]=[C:2]([Cl:1])[C:3]=1[C:4]([O:6][CH3:7])=[O:5]. The catalyst class is: 53. (8) Reactant: [NH:1]1[C:5]2=[N:6][CH:7]=[CH:8][CH:9]=[C:4]2[C:3]([C:10]#[N:11])=[N:2]1.CS(O[CH2:17][CH:18]1[CH2:22][CH2:21][CH2:20][CH2:19]1)(=O)=O.C(=O)([O-])[O-].[Cs+].[Cs+].O. Product: [CH:18]1([CH2:17][N:1]2[C:5]3=[N:6][CH:7]=[CH:8][CH:9]=[C:4]3[C:3]([C:10]#[N:11])=[N:2]2)[CH2:22][CH2:21][CH2:20][CH2:19]1. The catalyst class is: 3. (9) The catalyst class is: 1. Product: [Br:1][C:2]1[CH:9]=[CH:8][C:5]([CH2:6][N:18]2[CH2:19][CH:20]3[CH2:23][CH:17]2[CH2:22][CH2:21]3)=[CH:4][CH:3]=1. Reactant: [Br:1][C:2]1[CH:9]=[CH:8][C:5]([CH2:6]Br)=[CH:4][CH:3]=1.C(N(CC)CC)C.[CH:17]12[CH2:23][CH:20]([CH2:21][CH2:22]1)[CH2:19][NH:18]2. (10) Reactant: [Br:1][C:2]1[C:11]2[C:6](=[CH:7][CH:8]=[C:9]([C:12]([C:19]3[CH:24]=[CH:23][C:22]([Cl:25])=[CH:21][CH:20]=3)([C:14]3[S:15][CH:16]=[CH:17][N:18]=3)O)[CH:10]=2)[N:5]=[C:4]([O:26]C(C)(C)C)[CH:3]=1.Cl.Cl[Sn]Cl.O. Product: [Br:1][C:2]1[C:11]2[C:6](=[CH:7][CH:8]=[C:9]([CH:12]([C:19]3[CH:24]=[CH:23][C:22]([Cl:25])=[CH:21][CH:20]=3)[C:14]3[S:15][CH:16]=[CH:17][N:18]=3)[CH:10]=2)[N:5]=[C:4]([OH:26])[CH:3]=1. The catalyst class is: 52.